This data is from Retrosynthesis with 50K atom-mapped reactions and 10 reaction types from USPTO. The task is: Predict the reactants needed to synthesize the given product. (1) The reactants are: N#CCCN1CCNCC1.O=C(O)C=Cc1ccc(O)c(O)c1. Given the product N#CCCN1CCN(C(=O)/C=C/c2ccc(O)c(O)c2)CC1, predict the reactants needed to synthesize it. (2) Given the product COCCCc1cc(CN(C(=O)C2CNCCC2(OC)c2cc(F)cc(F)c2)C2CC2)cc(OCCOC)c1, predict the reactants needed to synthesize it. The reactants are: COCCCc1cc(CN(C(=O)[C@H]2CN(C(=O)OC(C)(C)C)CC[C@]2(OC)c2cc(F)cc(F)c2)C2CC2)cc(OCCOC)c1.